Dataset: Full USPTO retrosynthesis dataset with 1.9M reactions from patents (1976-2016). Task: Predict the reactants needed to synthesize the given product. (1) Given the product [CH:1]1([O:4][C:5]2[CH:6]=[C:7]([C:15]3[N:32]([CH2:33][O:34][CH2:35][CH2:36][Si:37]([CH3:40])([CH3:39])[CH3:38])[C:18]4[CH:19]=[N:20][N:21]([CH2:24][O:25][CH2:26][CH2:27][Si:28]([CH3:31])([CH3:29])[CH3:30])[C:22](=[O:23])[C:17]=4[C:16]=3[CH:41]([OH:42])[C:43]#[C:44][CH3:45])[CH:8]=[CH:9][C:10]=2[O:11][CH:12]([F:13])[F:14])[CH2:2][CH2:3]1, predict the reactants needed to synthesize it. The reactants are: [CH:1]1([O:4][C:5]2[CH:6]=[C:7]([C:15]3[N:32]([CH2:33][O:34][CH2:35][CH2:36][Si:37]([CH3:40])([CH3:39])[CH3:38])[C:18]4[CH:19]=[N:20][N:21]([CH2:24][O:25][CH2:26][CH2:27][Si:28]([CH3:31])([CH3:30])[CH3:29])[C:22](=[O:23])[C:17]=4[C:16]=3[CH:41]=[O:42])[CH:8]=[CH:9][C:10]=2[O:11][CH:12]([F:14])[F:13])[CH2:3][CH2:2]1.[C:43]([Mg]Br)#[C:44][CH3:45].C([Mg]Br)#C. (2) Given the product [C:3]([O:7][C:8]([N:10]1[C@@H:14]([C@@H:15]([O:41][CH2:44][C:45]2[CH:50]=[CH:49][CH:48]=[CH:47][CH:46]=2)[C@@H:16]([N:26]([CH2:34][C:35]2[CH:40]=[CH:39][CH:38]=[CH:37][CH:36]=2)[CH2:27][C:28]2[CH:33]=[CH:32][CH:31]=[CH:30][CH:29]=2)[CH2:17][C:18]2[CH:23]=[C:22]([F:24])[CH:21]=[C:20]([F:25])[CH:19]=2)[CH2:13][O:12][C:11]1([CH3:43])[CH3:42])=[O:9])([CH3:6])([CH3:4])[CH3:5], predict the reactants needed to synthesize it. The reactants are: [H-].[Na+].[C:3]([O:7][C:8]([N:10]1[C@@H:14]([C@@H:15]([OH:41])[C@@H:16]([N:26]([CH2:34][C:35]2[CH:40]=[CH:39][CH:38]=[CH:37][CH:36]=2)[CH2:27][C:28]2[CH:33]=[CH:32][CH:31]=[CH:30][CH:29]=2)[CH2:17][C:18]2[CH:23]=[C:22]([F:24])[CH:21]=[C:20]([F:25])[CH:19]=2)[CH2:13][O:12][C:11]1([CH3:43])[CH3:42])=[O:9])([CH3:6])([CH3:5])[CH3:4].[CH2:44](Br)[C:45]1[CH:50]=[CH:49][CH:48]=[CH:47][CH:46]=1.[Cl-].[NH4+]. (3) Given the product [CH3:11][C:10]([CH3:13])([CH3:12])[CH2:9][C:7]1[N:8]=[C:3]([CH2:2][O:30][C:29]2[C:24]([F:23])=[C:25]([CH2:31][CH2:32][C:33]([O:35][CH2:36][CH3:37])=[O:34])[CH:26]=[CH:27][CH:28]=2)[CH:4]=[CH:5][C:6]=1[C:14]1[CH:19]=[C:18]([O:20][CH3:21])[CH:17]=[CH:16][C:15]=1[F:22], predict the reactants needed to synthesize it. The reactants are: Cl[CH2:2][C:3]1[N:8]=[C:7]([CH2:9][C:10]([CH3:13])([CH3:12])[CH3:11])[C:6]([C:14]2[CH:19]=[C:18]([O:20][CH3:21])[CH:17]=[CH:16][C:15]=2[F:22])=[CH:5][CH:4]=1.[F:23][C:24]1[C:29]([OH:30])=[CH:28][CH:27]=[CH:26][C:25]=1[CH2:31][CH2:32][C:33]([O:35][CH2:36][CH3:37])=[O:34].C(=O)([O-])[O-].[Cs+].[Cs+].C(OCC)(=O)C. (4) Given the product [C:15]([O:19][C:20]([N:22]1[CH:23]2[CH2:30][CH2:29][CH2:28][CH:27]1[CH2:26][N:25]([C:2]1[CH:11]=[CH:10][C:9]3[C:4](=[CH:5][CH:6]=[C:7]([N+:12]([O-:14])=[O:13])[CH:8]=3)[N:3]=1)[CH2:24]2)=[O:21])([CH3:18])([CH3:16])[CH3:17], predict the reactants needed to synthesize it. The reactants are: Cl[C:2]1[CH:11]=[CH:10][C:9]2[C:4](=[CH:5][CH:6]=[C:7]([N+:12]([O-:14])=[O:13])[CH:8]=2)[N:3]=1.[C:15]([O:19][C:20]([N:22]1[CH:27]2[CH2:28][CH2:29][CH2:30][CH:23]1[CH2:24][NH:25][CH2:26]2)=[O:21])([CH3:18])([CH3:17])[CH3:16]. (5) Given the product [CH2:1]([O:3][C:32](=[O:33])[CH2:31][C:27]1[CH:28]=[CH:29][CH:30]=[C:25]([C:22]2[NH:21][C:20]([C@H:15]3[N:14]4[C:18](=[CH:19][C:11]([C:9]5[CH:10]=[C:5]([Cl:4])[CH:6]=[CH:7][C:8]=5[N:36]5[CH:40]=[N:39][N:38]=[N:37]5)=[CH:12][C:13]4=[O:35])[CH2:17][CH2:16]3)=[N:24][CH:23]=2)[CH:26]=1)[CH3:2], predict the reactants needed to synthesize it. The reactants are: [CH2:1]([OH:3])[CH3:2].[Cl:4][C:5]1[CH:6]=[CH:7][C:8]([N:36]2[CH:40]=[N:39][N:38]=[N:37]2)=[C:9]([C:11]2[CH:19]=[C:18]3[N:14]([C@H:15]([C:20]4[NH:21][C:22]([C:25]5[CH:26]=[C:27]([CH2:31][C:32](O)=[O:33])[CH:28]=[CH:29][CH:30]=5)=[CH:23][N:24]=4)[CH2:16][CH2:17]3)[C:13](=[O:35])[CH:12]=2)[CH:10]=1.Cl. (6) Given the product [Cl:18][C:19]1[CH:20]=[C:21]([C:2]2[N:10]=[C:9]([CH3:11])[N:8]=[C:7]3[C:3]=2[N:4]=[CH:5][N:6]3[CH:12]2[CH2:17][CH2:16][CH2:15][CH2:14][O:13]2)[C:22]([F:25])=[N:23][CH:24]=1, predict the reactants needed to synthesize it. The reactants are: Cl[C:2]1[N:10]=[C:9]([CH3:11])[N:8]=[C:7]2[C:3]=1[N:4]=[CH:5][N:6]2[CH:12]1[CH2:17][CH2:16][CH2:15][CH2:14][O:13]1.[Cl:18][C:19]1[CH:20]=[C:21](B(O)O)[C:22]([F:25])=[N:23][CH:24]=1.C([O-])(=O)C.[K+].O. (7) Given the product [C:23]([O:22][C:20]([NH:19][C@H:18]([CH2:27][S:12][C:7]1[CH:6]=[CH:5][C:4]2[C:9](=[CH:10][CH:11]=[C:2]([Cl:1])[CH:3]=2)[CH:8]=1)[C:17]([O:16][CH3:15])=[O:39])=[O:21])([CH3:26])([CH3:25])[CH3:24], predict the reactants needed to synthesize it. The reactants are: [Cl:1][C:2]1[CH:3]=[C:4]2[C:9](=[CH:10][CH:11]=1)[CH:8]=[C:7]([SH:12])[CH:6]=[CH:5]2.[H-].[Na+].[CH3:15][O:16][C:17](=[O:39])[C@@H:18]([CH2:27]OS(C1C=CC(C)=CC=1)(=O)=O)[NH:19][C:20]([O:22][C:23]([CH3:26])([CH3:25])[CH3:24])=[O:21].O.